This data is from TCR-epitope binding with 47,182 pairs between 192 epitopes and 23,139 TCRs. The task is: Binary Classification. Given a T-cell receptor sequence (or CDR3 region) and an epitope sequence, predict whether binding occurs between them. (1) The epitope is HTTDPSFLGRY. The TCR CDR3 sequence is CASSQDEGGTEAFF. Result: 0 (the TCR does not bind to the epitope). (2) The epitope is RISNCVADY. The TCR CDR3 sequence is CASRRRGGVTEAFF. Result: 0 (the TCR does not bind to the epitope). (3) The epitope is FLNGSCGSV. The TCR CDR3 sequence is CASSLWAGAYEQYF. Result: 0 (the TCR does not bind to the epitope). (4) Result: 1 (the TCR binds to the epitope). The TCR CDR3 sequence is CASSYATGSGTDTQYF. The epitope is KLWAQCVQL. (5) The epitope is KAYNVTQAF. The TCR CDR3 sequence is CASSPRDRVQETQYF. Result: 1 (the TCR binds to the epitope). (6) The TCR CDR3 sequence is CASSQDPPAGFTDTQYF. Result: 0 (the TCR does not bind to the epitope). The epitope is LLSAGIFGA. (7) The epitope is EPLPQGQLTAY. The TCR CDR3 sequence is CAISTGDYEQYF. Result: 1 (the TCR binds to the epitope). (8) The epitope is RPHERNGFTVL. The TCR CDR3 sequence is CASSLELGQGLETQYF. Result: 0 (the TCR does not bind to the epitope). (9) Result: 1 (the TCR binds to the epitope). The TCR CDR3 sequence is CASSTTLTSTGELFF. The epitope is ELAGIGILTV.